Dataset: Reaction yield outcomes from USPTO patents with 853,638 reactions. Task: Predict the reaction yield, written as a fraction of the theoretical maximum amount of product (1.0 means a 100% yield; for example, 0.34 means a 34% yield). (1) The reactants are ClN1C(=O)CCC1=O.[OH:9][N:10]=[CH:11][C:12]1[CH:13]=[CH:14][C:15]([N:20]2[CH:24]=[N:23][CH:22]=[N:21]2)=[C:16]([CH:19]=1)[C:17]#[N:18].[Cl:25][C:26]1[CH:31]=[C:30]([C:32]([C:34]([F:37])([F:36])[F:35])=[CH2:33])[CH:29]=[C:28]([Cl:38])[CH:27]=1.C(N(CC)CC)C. The catalyst is CN(C=O)C.C(OCC)(=O)C.O. The product is [Cl:25][C:26]1[CH:31]=[C:30]([C:32]2([C:34]([F:37])([F:35])[F:36])[O:9][N:10]=[C:11]([C:12]3[CH:13]=[CH:14][C:15]([N:20]4[CH:24]=[N:23][CH:22]=[N:21]4)=[C:16]([CH:19]=3)[C:17]#[N:18])[CH2:33]2)[CH:29]=[C:28]([Cl:38])[CH:27]=1. The yield is 0.390. (2) The reactants are [CH2:1]([O:3][C:4]([C:6]1[N:7]([C:23]2[CH:28]=[CH:27][C:26]([O:29][CH:30]([CH3:32])[CH3:31])=[CH:25][CH:24]=2)[C:8]2[C:13]([CH:14]=1)=[CH:12][C:11]([O:15]CC1C=CC=CC=1)=[CH:10][CH:9]=2)=[O:5])[CH3:2]. The catalyst is CCOC(C)=O.CCO.[Pd]. The product is [CH2:1]([O:3][C:4]([C:6]1[N:7]([C:23]2[CH:28]=[CH:27][C:26]([O:29][CH:30]([CH3:31])[CH3:32])=[CH:25][CH:24]=2)[C:8]2[C:13]([CH:14]=1)=[CH:12][C:11]([OH:15])=[CH:10][CH:9]=2)=[O:5])[CH3:2]. The yield is 0.830. (3) The reactants are [CH3:1][C:2]1[C:6]([CH2:7][N:8]2[CH:12]=[C:11]([N:13]3[C:17](=[O:18])[CH2:16][NH:15][C:14]3=[O:19])[CH:10]=[N:9]2)=[C:5]([CH3:20])[O:4][N:3]=1.[CH2:21](Br)[C:22]1[CH:27]=[CH:26][CH:25]=[CH:24][CH:23]=1. No catalyst specified. The product is [CH2:21]([N:15]1[CH2:16][C:17](=[O:18])[N:13]([C:11]2[CH:10]=[N:9][N:8]([CH2:7][C:6]3[C:2]([CH3:1])=[N:3][O:4][C:5]=3[CH3:20])[CH:12]=2)[C:14]1=[O:19])[C:22]1[CH:27]=[CH:26][CH:25]=[CH:24][CH:23]=1. The yield is 0.400. (4) The reactants are [C:1]([CH2:3][NH:4][CH2:5][CH2:6][CH:7]([C:14]1[CH:19]=[CH:18][CH:17]=[CH:16][CH:15]=1)[C:8]1[CH:13]=[CH:12][CH:11]=[CH:10][CH:9]=1)#[N:2].IC.[C:22](=O)([O-])[O-].[K+].[K+]. The catalyst is C(#N)C.ClCCl. The product is [CH3:22][N:4]([CH2:5][CH2:6][CH:7]([C:14]1[CH:15]=[CH:16][CH:17]=[CH:18][CH:19]=1)[C:8]1[CH:9]=[CH:10][CH:11]=[CH:12][CH:13]=1)[CH2:3][C:1]#[N:2]. The yield is 0.430.